From a dataset of Forward reaction prediction with 1.9M reactions from USPTO patents (1976-2016). Predict the product of the given reaction. (1) Given the reactants [OH:1][C:2]1[C:11]2[C:6](=[CH:7][CH:8]=[CH:9][CH:10]=2)[N:5]([NH:12][CH2:13][CH:14]([CH3:16])[CH3:15])[C:4](=[O:17])[C:3]=1[C:18]1[NH:23][C:22]2[CH:24]=[CH:25][C:26]([OH:28])=[CH:27][C:21]=2[S:20](=[O:30])(=[O:29])[N:19]=1.C(=O)([O-])[O-].[Cs+].[Cs+].Br[C:38]1[CH:43]=[CH:42][C:41]([Br:44])=[CH:40][N:39]=1, predict the reaction product. The product is: [Br:44][C:41]1[CH:42]=[CH:43][C:38]([O:28][C:26]2[CH:25]=[CH:24][C:22]3[NH:23][C:18]([C:3]4[C:4](=[O:17])[N:5]([NH:12][CH2:13][CH:14]([CH3:15])[CH3:16])[C:6]5[C:11]([C:2]=4[OH:1])=[CH:10][CH:9]=[CH:8][CH:7]=5)=[N:19][S:20](=[O:29])(=[O:30])[C:21]=3[CH:27]=2)=[N:39][CH:40]=1. (2) Given the reactants [F:1][C:2]1[CH:7]=[C:6]([F:8])[C:5]([F:9])=[CH:4][C:3]=1[S:10]([OH:12])=[O:11].[C:13](=O)([O-])[O-].[K+].[K+].CI.O, predict the reaction product. The product is: [F:9][C:5]1[CH:4]=[C:3]([S:10]([CH3:13])(=[O:12])=[O:11])[C:2]([F:1])=[CH:7][C:6]=1[F:8]. (3) The product is: [C@H:2]12[N:1]([C:43]([O:42][C:39]([CH3:41])([CH3:40])[CH3:38])=[O:44])[C@H:7]1[CH2:6][CH2:5][N:4]([C:19]([O:21][CH2:22][C:23]1[CH:24]=[CH:25][CH:26]=[CH:27][CH:28]=1)=[O:20])[CH2:3]2. Given the reactants [NH2:1][C@H:2]1[C@H:7](OS(C2C=CC(C)=CC=2)(=O)=O)[CH2:6][CH2:5][N:4]([C:19]([O:21][CH2:22][C:23]2[CH:28]=[CH:27][CH:26]=[CH:25][CH:24]=2)=[O:20])[CH2:3]1.CCN(C(C)C)C(C)C.[CH3:38][C:39]([O:42][C:43](O[C:43]([O:42][C:39]([CH3:41])([CH3:40])[CH3:38])=[O:44])=[O:44])([CH3:41])[CH3:40], predict the reaction product. (4) Given the reactants F[P-](F)(F)(F)(F)F.[N:8]1([O:17][C:18](N(C)C)=[N+](C)C)[C:12]2C=CC=CC=2N=N1.Cl.CONC.CN(C)C=O.[F:35][C:36]1[CH:37]=[C:38](/[CH:43]=[CH:44]/[C:45]([OH:47])=O)[CH:39]=[CH:40][C:41]=1[F:42], predict the reaction product. The product is: [F:35][C:36]1[CH:37]=[C:38](/[CH:43]=[CH:44]/[C:45]([N:8]([O:17][CH3:18])[CH3:12])=[O:47])[CH:39]=[CH:40][C:41]=1[F:42]. (5) Given the reactants CC1C(C)=CC2N(CC=O)C3C(C(=O)NC(=O)N=3)=NC=2C=1.N1C2C=CC(CN)=CC=2N=C1.[NH:33]1[C:37]2[CH:38]=[CH:39][C:40]([CH2:42][N:43](C)[CH2:44][CH2:45][N:46]3[C:55]4[C:50]([C:51](=[O:57])[NH:52][C:53](=[O:56])[N:54]=4)=[N:49][C:48]4[CH:58]=[C:59]([CH3:63])[C:60]([CH3:62])=[CH:61][C:47]3=4)=[CH:41][C:36]=2[N:35]=[CH:34]1, predict the reaction product. The product is: [NH:33]1[C:37]2[CH:38]=[CH:39][C:40]([CH2:42][NH:43][CH2:44][CH2:45][N:46]3[C:55]4[C:50]([C:51](=[O:57])[NH:52][C:53](=[O:56])[N:54]=4)=[N:49][C:48]4[CH:58]=[C:59]([CH3:63])[C:60]([CH3:62])=[CH:61][C:47]3=4)=[CH:41][C:36]=2[N:35]=[CH:34]1.